Predict the product of the given reaction. From a dataset of Forward reaction prediction with 1.9M reactions from USPTO patents (1976-2016). Given the reactants [CH3:1][C:2]1[S:6][C:5]([C:7]([O:9][CH3:10])=[O:8])=[CH:4][C:3]=1[N+:11]([O-:13])=[O:12].[Cl:14][C:15]1[CH:22]=[CH:21][C:18]([CH:19]=O)=[CH:17][CH:16]=1.N1CCCC1, predict the reaction product. The product is: [Cl:14][C:15]1[CH:22]=[CH:21][C:18](/[CH:19]=[CH:1]/[C:2]2[S:6][C:5]([C:7]([O:9][CH3:10])=[O:8])=[CH:4][C:3]=2[N+:11]([O-:13])=[O:12])=[CH:17][CH:16]=1.